This data is from Full USPTO retrosynthesis dataset with 1.9M reactions from patents (1976-2016). The task is: Predict the reactants needed to synthesize the given product. (1) The reactants are: [Cl:1][C:2]1[CH:3]=[C:4]([CH2:9][CH2:10][CH2:11][N:12]([CH3:24])[C:13](=[O:23])[CH:14]=[C:15]2[C:19](=[O:20])OC(C)(C)[O:16]2)[CH:5]=[CH:6][C:7]=1[Cl:8].C=O.[CH3:27][NH2:28].[CH3:29]O. Given the product [Cl:1][C:2]1[CH:3]=[C:4]([CH2:9][CH2:10][CH2:11][N:12]([CH3:24])[C:13]([C:14]2[CH2:27][N:28]([CH3:29])[C:19](=[O:20])[C:15]=2[OH:16])=[O:23])[CH:5]=[CH:6][C:7]=1[Cl:8], predict the reactants needed to synthesize it. (2) Given the product [F:1][C:2]1[CH:7]=[CH:6][C:5](/[CH:8]=[CH:9]/[C:16]2[CH:17]=[C:18]([C:20]3[NH:24][C:23]([N:25]4[CH2:29][CH2:28][CH2:27][CH2:26]4)=[C:22]([C:30]#[N:31])[CH:21]=3)[CH:19]=[CH:14][N:15]=2)=[CH:4][CH:3]=1, predict the reactants needed to synthesize it. The reactants are: [F:1][C:2]1[CH:7]=[CH:6][C:5](/[CH:8]=[CH:9]/B(O)O)=[CH:4][CH:3]=1.Cl[C:14]1[CH:19]=[C:18]([C:20]2[NH:24][C:23]([N:25]3[CH2:29][CH2:28][CH2:27][CH2:26]3)=[C:22]([C:30]#[N:31])[CH:21]=2)[CH:17]=[CH:16][N:15]=1.C([O-])([O-])=O.[Na+].[Na+]. (3) Given the product [O:1]=[C:2]1[C:11]2[C:6](=[CH:7][CH:8]=[CH:9][CH:10]=2)[C:5]2[CH2:12][C:13]3[CH:14]=[CH:15][C:16]([NH2:19])=[CH:17][C:18]=3[C:4]=2[NH:3]1, predict the reactants needed to synthesize it. The reactants are: [O:1]=[C:2]1[C:11]2[C:6](=[CH:7][CH:8]=[CH:9][CH:10]=2)[C:5]2[CH2:12][C:13]3[CH:14]=[CH:15][C:16]([N+:19]([O-])=O)=[CH:17][C:18]=3[C:4]=2[NH:3]1.C([O-])=O.[NH4+]. (4) The reactants are: [PH4+].[Li][CH2:3][CH2:4][CH2:5][CH3:6].F[C:8]1[CH:9]=[C:10]([CH:13]=[C:14](OC)[C:15]=1OC)[CH:11]=O.O1C[CH2:23][CH2:22][CH2:21]1. Given the product [C:10]1(/[CH:11]=[CH:6]\[C:5]2[CH:23]=[CH:22][CH:21]=[CH:3][CH:4]=2)[CH:13]=[CH:14][CH:15]=[CH:8][CH:9]=1, predict the reactants needed to synthesize it. (5) Given the product [Cl:9][C:4]1[C:3]([CH2:2][N:11]([CH3:10])[C:12]([CH3:15])([CH3:14])[CH3:13])=[CH:8][N:7]=[CH:6][N:5]=1, predict the reactants needed to synthesize it. The reactants are: Br[CH2:2][C:3]1[C:4]([Cl:9])=[N:5][CH:6]=[N:7][CH:8]=1.[CH3:10][NH:11][C:12]([CH3:15])([CH3:14])[CH3:13].C([O-])([O-])=O.[K+].[K+]. (6) Given the product [ClH:1].[Cl:1][C:2]1[C:11]([O:12][CH:13]([C:18]2([F:31])[CH2:23][CH2:22][NH:21][CH2:20][CH2:19]2)[C:14]([F:15])([F:16])[F:17])=[N:10][C:9]2[C:4](=[CH:5][CH:6]=[CH:7][CH:8]=2)[N:3]=1, predict the reactants needed to synthesize it. The reactants are: [Cl:1][C:2]1[C:11]([O:12][CH:13]([C:18]2([F:31])[CH2:23][CH2:22][N:21](C(OC(C)(C)C)=O)[CH2:20][CH2:19]2)[C:14]([F:17])([F:16])[F:15])=[N:10][C:9]2[C:4](=[CH:5][CH:6]=[CH:7][CH:8]=2)[N:3]=1.Cl. (7) Given the product [OH:14][CH:13]1[CH2:12][C:11]2([CH2:19][CH2:18][NH:17][CH2:16][CH2:15]2)[CH2:10][CH:9]1[NH:8][C:6](=[O:7])[O:5][C:2]([CH3:3])([CH3:1])[CH3:4], predict the reactants needed to synthesize it. The reactants are: [CH3:1][C:2]([O:5][C:6]([NH:8][CH:9]1[CH:13]([OH:14])[CH2:12][C:11]2([CH2:19][CH2:18][N:17](C(OCC3C=CC=CC=3)=O)[CH2:16][CH2:15]2)[CH2:10]1)=[O:7])([CH3:4])[CH3:3].